Dataset: Forward reaction prediction with 1.9M reactions from USPTO patents (1976-2016). Task: Predict the product of the given reaction. Given the reactants [NH2:1][C:2]1[C:6]([C:7]([O:9][CH2:10][CH3:11])=[O:8])=[CH:5][NH:4][N:3]=1.[CH2:12]([C:14]1[CH:19]=[CH:18][C:17]([C:20](=O)[CH2:21][C:22](=O)[C:23]([F:26])([F:25])[F:24])=[CH:16][CH:15]=1)[CH3:13], predict the reaction product. The product is: [CH2:12]([C:14]1[CH:15]=[CH:16][C:17]([C:20]2[CH:21]=[C:22]([C:23]([F:24])([F:25])[F:26])[N:3]3[N:4]=[CH:5][C:6]([C:7]([O:9][CH2:10][CH3:11])=[O:8])=[C:2]3[N:1]=2)=[CH:18][CH:19]=1)[CH3:13].